From a dataset of Full USPTO retrosynthesis dataset with 1.9M reactions from patents (1976-2016). Predict the reactants needed to synthesize the given product. (1) Given the product [CH3:1][O:2][C:3]1[CH:11]=[C:10]2[C:6](=[CH:5][CH:4]=1)[CH2:7][CH:8]=[CH:9]2, predict the reactants needed to synthesize it. The reactants are: [CH3:1][O:2][C:3]1[CH:11]=[C:10]2[C:6]([CH2:7][CH2:8][CH:9]2O)=[CH:5][CH:4]=1.C1(C)C=CC(S(O)(=O)=O)=CC=1. (2) Given the product [CH3:30][C:25]1[C:24]([O:23][C:22]2[N:21]=[CH:20][N:19]=[C:18]3[N:14]([CH:11]4[CH2:12][CH2:13][NH:8][CH2:9][CH2:10]4)[N:15]=[CH:16][C:17]=23)=[CH:29][CH:28]=[CH:27][N:26]=1, predict the reactants needed to synthesize it. The reactants are: C(OC([N:8]1[CH2:13][CH2:12][CH:11]([N:14]2[C:18]3=[N:19][CH:20]=[N:21][C:22]([O:23][C:24]4[C:25]([CH3:30])=[N:26][CH:27]=[CH:28][CH:29]=4)=[C:17]3[CH:16]=[N:15]2)[CH2:10][CH2:9]1)=O)(C)(C)C.C(=O)([O-])[O-]. (3) The reactants are: [C:1]([O:5][C:6]([N:8]1[CH2:12][CH:11]([C:13](=O)[NH:14][CH2:15][C:16]([C:18]2[CH:23]=[CH:22][C:21]([Br:24])=[CH:20][CH:19]=2)=O)[N:10]([C:26](=[O:36])[CH:27]([NH:31][C:32]([O:34][CH3:35])=[O:33])[CH:28]([CH3:30])[CH3:29])[CH2:9]1)=[O:7])([CH3:4])([CH3:3])[CH3:2].C([O-])(=O)C.[NH4+:41]. Given the product [C:1]([O:5][C:6]([N:8]1[CH2:12][CH:11]([C:13]2[NH:14][CH:15]=[C:16]([C:18]3[CH:23]=[CH:22][C:21]([Br:24])=[CH:20][CH:19]=3)[N:41]=2)[N:10]([C:26](=[O:36])[CH:27]([NH:31][C:32]([O:34][CH3:35])=[O:33])[CH:28]([CH3:30])[CH3:29])[CH2:9]1)=[O:7])([CH3:3])([CH3:4])[CH3:2], predict the reactants needed to synthesize it.